Dataset: HIV replication inhibition screening data with 41,000+ compounds from the AIDS Antiviral Screen. Task: Binary Classification. Given a drug SMILES string, predict its activity (active/inactive) in a high-throughput screening assay against a specified biological target. (1) The compound is OCCCCOC(c1ccccc1)(c1ccccc1)c1ccccc1. The result is 0 (inactive). (2) The drug is Oc1cc(N=Nc2ccc(Cl)c(Cl)c2)nc(O)n1. The result is 0 (inactive). (3) The drug is CN1CCN2c3ccccc3CC(C#N)(C#N)C2C1. The result is 0 (inactive). (4) The drug is CC(=NNS(=O)(=O)c1c(C)cc(C)cc1C)c1ccc[n+]([O-])n1. The result is 0 (inactive). (5) The drug is N#CC1CCCCC1NC1(C#N)CCCCC1. The result is 0 (inactive). (6) The drug is Nc1ccc2nc(Nc3ccc(F)cc3)cnc2c1. The result is 0 (inactive).